Dataset: Forward reaction prediction with 1.9M reactions from USPTO patents (1976-2016). Task: Predict the product of the given reaction. (1) Given the reactants [NH2:1][C:2]1[CH:14]=[CH:13][C:5]2[C:6]([C:9]([O:11][CH3:12])=[O:10])=[N:7][O:8][C:4]=2[CH:3]=1.[C:15](OC(=O)C)(=[O:17])[CH3:16], predict the reaction product. The product is: [C:15]([NH:1][C:2]1[CH:14]=[CH:13][C:5]2[C:6]([C:9]([O:11][CH3:12])=[O:10])=[N:7][O:8][C:4]=2[CH:3]=1)(=[O:17])[CH3:16]. (2) Given the reactants C([N:14]1[CH2:17][C:16]([CH2:19][NH:20][C:21](=[O:27])[O:22][C:23]([CH3:26])([CH3:25])[CH3:24])([F:18])[CH2:15]1)(C1C=CC=CC=1)C1C=CC=CC=1, predict the reaction product. The product is: [F:18][C:16]1([CH2:19][NH:20][C:21](=[O:27])[O:22][C:23]([CH3:25])([CH3:24])[CH3:26])[CH2:15][NH:14][CH2:17]1. (3) Given the reactants [C:1]([O:7][CH2:8][C@@H:9]([O:41][C:42]([CH3:45])([CH3:44])[CH3:43])[C:10]1[C:32]([CH3:33])=[CH:31][C:13]2[N:14]=[C:15]([C:17]3[CH:22]=[CH:21][N:20]=[C:19]([C:23]4[CH:28]=[CH:27][CH:26]=[C:25]([C:29]#[N:30])[CH:24]=4)[CH:18]=3)[S:16][C:12]=2[C:11]=1[C:34]1[CH:39]=[CH:38][C:37]([Cl:40])=[CH:36][CH:35]=1)(=[O:6])[C:2]([CH3:5])([CH3:4])[CH3:3].[Cl-].[NH4+].[N-:48]=[N+:49]=[N-:50].[Na+], predict the reaction product. The product is: [C:1]([O:7][CH2:8][C@H:9]([C:10]1[C:32]([CH3:33])=[CH:31][C:13]2[N:14]=[C:15]([C:17]3[CH:22]=[CH:21][N:20]=[C:19]([C:23]4[CH:28]=[CH:27][CH:26]=[C:25]([C:29]5[NH:50][N:49]=[N:48][N:30]=5)[CH:24]=4)[CH:18]=3)[S:16][C:12]=2[C:11]=1[C:34]1[CH:39]=[CH:38][C:37]([Cl:40])=[CH:36][CH:35]=1)[O:41][C:42]([CH3:45])([CH3:44])[CH3:43])(=[O:6])[C:2]([CH3:3])([CH3:5])[CH3:4].